Dataset: Full USPTO retrosynthesis dataset with 1.9M reactions from patents (1976-2016). Task: Predict the reactants needed to synthesize the given product. (1) Given the product [Cl:15][C:16]1[CH:17]=[C:18]([CH:19]=[CH:7][C:2]2[CH:3]=[CH:4][CH:5]=[CH:6][N+:1]=2[O-:8])[CH:21]=[CH:22][CH:23]=1, predict the reactants needed to synthesize it. The reactants are: [N+:1]1([O-:8])[C:2]([CH3:7])=[CH:3][CH:4]=[CH:5][CH:6]=1.C([O-])(C)(C)C.[K+].[Cl:15][C:16]1[CH:17]=[C:18]([CH:21]=[CH:22][CH:23]=1)[CH:19]=O. (2) Given the product [CH3:13][CH2:12][CH2:11][CH:10]([CH3:15])[CH3:9].[NH2:21][C:19]1[S:20][C:3]2[C:2]([NH:29][C@H:30]([C@@H:33]([OH:35])[CH3:34])[CH2:31][OH:32])=[N:7][C:6]([S:8][CH2:9][C:10]3[CH:15]=[CH:14][CH:13]=[C:12]([F:16])[C:11]=3[F:17])=[N:5][C:4]=2[N:18]=1, predict the reactants needed to synthesize it. The reactants are: Cl[C:2]1[C:3]2[S:20][C:19]([NH2:21])=[N:18][C:4]=2[N:5]=[C:6]([S:8][CH2:9][C:10]2[CH:15]=[CH:14][CH:13]=[C:12]([F:16])[C:11]=2[F:17])[N:7]=1.C(N(CC)CC)C.[NH2:29][C@H:30]([C@@H:33]([OH:35])[CH3:34])[CH2:31][OH:32].O. (3) Given the product [N+:16]([C:12]1[CH:11]=[C:10]([NH:9][C:5]2[N:6]=[CH:7][N:8]=[C:3]([NH:22][CH2:19][CH2:20][OH:21])[CH:4]=2)[CH:15]=[CH:14][CH:13]=1)([O-:18])=[O:17], predict the reactants needed to synthesize it. The reactants are: Cl.Cl[C:3]1[N:8]=[CH:7][N:6]=[C:5]([NH:9][C:10]2[CH:15]=[CH:14][CH:13]=[C:12]([N+:16]([O-:18])=[O:17])[CH:11]=2)[CH:4]=1.[CH2:19]([NH2:22])[CH2:20][OH:21].CCN(C(C)C)C(C)C. (4) Given the product [CH2:24]([NH:23][C:18]1[CH:17]=[N:16][C:15]2[C:20](=[CH:21][CH:22]=[C:13]([C:11]3[CH:10]=[N:9][NH:8][CH:12]=3)[CH:14]=2)[N:19]=1)[C:25]1[CH:30]=[CH:29][CH:28]=[CH:27][CH:26]=1, predict the reactants needed to synthesize it. The reactants are: C(OC([N:8]1[CH:12]=[C:11]([C:13]2[CH:14]=[C:15]3[C:20](=[CH:21][CH:22]=2)[N:19]=[C:18]([NH:23][CH2:24][C:25]2[CH:30]=[CH:29][CH:28]=[CH:27][CH:26]=2)[CH:17]=[N:16]3)[CH:10]=[N:9]1)=O)(C)(C)C.Cl. (5) Given the product [Cl:1][C:2]1[CH:7]=[CH:6][CH:5]=[CH:4][C:3]=1[CH:8]([O:10][C:11]([NH:12][C:13]1[C:14]([CH3:26])=[N:15][O:16][C:17]=1[C:18]1[CH:23]=[CH:22][C:21]([CH2:24][S:28][C:29]2[CH:30]=[CH:31][C:32]([CH2:35][C:36]([OH:38])=[O:37])=[CH:33][CH:34]=2)=[CH:20][CH:19]=1)=[O:27])[CH3:9], predict the reactants needed to synthesize it. The reactants are: [Cl:1][C:2]1[CH:7]=[CH:6][CH:5]=[CH:4][C:3]=1[CH:8]([O:10][C:11](=[O:27])[NH:12][C:13]1[C:14]([CH3:26])=[N:15][O:16][C:17]=1[C:18]1[CH:23]=[CH:22][C:21]([CH2:24]Cl)=[CH:20][CH:19]=1)[CH3:9].[SH:28][C:29]1[CH:34]=[CH:33][C:32]([CH2:35][C:36]([OH:38])=[O:37])=[CH:31][CH:30]=1.C(=O)([O-])[O-].[K+].[K+]. (6) Given the product [Cl:1][C:2]1[CH:7]=[CH:6][C:5]([S:8][CH2:10][C:11](=[O:18])[CH2:12][C:13]([O:15][CH2:16][CH3:17])=[O:14])=[CH:4][CH:3]=1, predict the reactants needed to synthesize it. The reactants are: [Cl:1][C:2]1[CH:7]=[CH:6][C:5]([SH:8])=[CH:4][CH:3]=1.Cl[CH2:10][C:11](=[O:18])[CH2:12][C:13]([O:15][CH2:16][CH3:17])=[O:14].C(N(CC)CC)C.NN. (7) The reactants are: [NH2:1][C:2]1[N:7]=[CH:6][N:5]=[C:4]([N:8]2[CH2:13][CH2:12][N:11]([CH2:14][C:15]([NH:17][CH:18]([CH3:20])[CH3:19])=[O:16])[CH2:10][CH2:9]2)[CH:3]=1.[H-].[Na+].Cl[C:24]1[S:25][C:26]([C:29]#[N:30])=[CH:27][N:28]=1. Given the product [C:29]([C:26]1[S:25][C:24]([NH:1][C:2]2[N:7]=[CH:6][N:5]=[C:4]([N:8]3[CH2:13][CH2:12][N:11]([CH2:14][C:15]([NH:17][CH:18]([CH3:20])[CH3:19])=[O:16])[CH2:10][CH2:9]3)[CH:3]=2)=[N:28][CH:27]=1)#[N:30], predict the reactants needed to synthesize it.